Dataset: NCI-60 drug combinations with 297,098 pairs across 59 cell lines. Task: Regression. Given two drug SMILES strings and cell line genomic features, predict the synergy score measuring deviation from expected non-interaction effect. (1) Drug 2: CC1OCC2C(O1)C(C(C(O2)OC3C4COC(=O)C4C(C5=CC6=C(C=C35)OCO6)C7=CC(=C(C(=C7)OC)O)OC)O)O. Synergy scores: CSS=37.3, Synergy_ZIP=6.07, Synergy_Bliss=7.75, Synergy_Loewe=-5.44, Synergy_HSA=6.05. Cell line: SK-MEL-2. Drug 1: CC12CCC(CC1=CCC3C2CCC4(C3CC=C4C5=CN=CC=C5)C)O. (2) Drug 1: C1=NC(=NC(=O)N1C2C(C(C(O2)CO)O)O)N. Drug 2: CN(CCCl)CCCl.Cl. Cell line: MALME-3M. Synergy scores: CSS=19.1, Synergy_ZIP=-3.61, Synergy_Bliss=2.10, Synergy_Loewe=-0.904, Synergy_HSA=4.11. (3) Drug 1: CC(CN1CC(=O)NC(=O)C1)N2CC(=O)NC(=O)C2. Drug 2: CCCCC(=O)OCC(=O)C1(CC(C2=C(C1)C(=C3C(=C2O)C(=O)C4=C(C3=O)C=CC=C4OC)O)OC5CC(C(C(O5)C)O)NC(=O)C(F)(F)F)O. Cell line: K-562. Synergy scores: CSS=16.3, Synergy_ZIP=-6.20, Synergy_Bliss=-3.06, Synergy_Loewe=-2.13, Synergy_HSA=-2.34. (4) Drug 1: C1CC(=O)NC(=O)C1N2CC3=C(C2=O)C=CC=C3N. Drug 2: C1=CC(=CC=C1C#N)C(C2=CC=C(C=C2)C#N)N3C=NC=N3. Cell line: HOP-92. Synergy scores: CSS=3.26, Synergy_ZIP=-3.07, Synergy_Bliss=-4.70, Synergy_Loewe=-2.29, Synergy_HSA=-2.29. (5) Drug 1: C1=CC(=CC=C1C#N)C(C2=CC=C(C=C2)C#N)N3C=NC=N3. Drug 2: CC1CCCC2(C(O2)CC(NC(=O)CC(C(C(=O)C(C1O)C)(C)C)O)C(=CC3=CSC(=N3)C)C)C. Cell line: BT-549. Synergy scores: CSS=39.4, Synergy_ZIP=0.595, Synergy_Bliss=-2.66, Synergy_Loewe=-21.7, Synergy_HSA=-1.52. (6) Drug 1: COC1=CC(=CC(=C1O)OC)C2C3C(COC3=O)C(C4=CC5=C(C=C24)OCO5)OC6C(C(C7C(O6)COC(O7)C8=CC=CS8)O)O. Drug 2: C1CN1P(=S)(N2CC2)N3CC3. Cell line: HCT-15. Synergy scores: CSS=58.1, Synergy_ZIP=-2.15, Synergy_Bliss=3.60, Synergy_Loewe=-18.4, Synergy_HSA=5.37. (7) Drug 1: CC1=CC=C(C=C1)C2=CC(=NN2C3=CC=C(C=C3)S(=O)(=O)N)C(F)(F)F. Drug 2: CCCCCOC(=O)NC1=NC(=O)N(C=C1F)C2C(C(C(O2)C)O)O. Cell line: SK-MEL-5. Synergy scores: CSS=2.52, Synergy_ZIP=-1.80, Synergy_Bliss=0.588, Synergy_Loewe=0.622, Synergy_HSA=1.23. (8) Drug 1: C1=CC=C(C(=C1)C(C2=CC=C(C=C2)Cl)C(Cl)Cl)Cl. Drug 2: C1=NNC2=C1C(=O)NC=N2. Cell line: SF-268. Synergy scores: CSS=4.42, Synergy_ZIP=0.746, Synergy_Bliss=2.65, Synergy_Loewe=1.44, Synergy_HSA=0.684.